From a dataset of Full USPTO retrosynthesis dataset with 1.9M reactions from patents (1976-2016). Predict the reactants needed to synthesize the given product. Given the product [CH3:1][O:2][C:3]([C:5]1[N:10]=[C:9]([CH3:22])[C:8]2[N:12]=[C:13]([C:15]3[CH:20]=[CH:19][CH:18]=[CH:17][CH:16]=3)[O:14][C:7]=2[C:6]=1[OH:21])=[O:4], predict the reactants needed to synthesize it. The reactants are: [CH3:1][O:2][C:3]([C:5]1[N:10]=[C:9](Br)[C:8]2[N:12]=[C:13]([C:15]3[CH:20]=[CH:19][CH:18]=[CH:17][CH:16]=3)[O:14][C:7]=2[C:6]=1[OH:21])=[O:4].[CH3:22][Sn](C)(C)C.